Predict which catalyst facilitates the given reaction. From a dataset of Catalyst prediction with 721,799 reactions and 888 catalyst types from USPTO. (1) Reactant: [Cl:1][C:2]1[CH:7]=[CH:6][CH:5]=[CH:4][C:3]=1[C@H:8]1[CH2:10][C@@H:9]1[NH:11]C(=O)COC.ClC1C=CC=CC=1[C@@H]1C[C@H]1N. Product: [Cl:1][C:2]1[CH:7]=[CH:6][CH:5]=[CH:4][C:3]=1[C@H:8]1[CH2:10][C@@H:9]1[NH2:11]. The catalyst class is: 61. (2) Reactant: [CH3:1][O:2][C:3]1[CH:4]=[CH:5][C:6]([NH:11][C:12]2[C:13]3[N:14]([N:40]=[CH:41][N:42]=3)[CH:15]=[C:16]([C:18]3[CH:19]=[C:20]([CH:37]=[CH:38][CH:39]=3)[C:21]([N:23]3[CH2:29][CH2:28][CH2:27][N:26](C(OC(C)(C)C)=O)[CH2:25][CH2:24]3)=[O:22])[CH:17]=2)=[N:7][C:8]=1[O:9][CH3:10].FC(F)(F)C(O)=O.O.[ClH:51]. Product: [ClH:51].[N:23]1([C:21]([C:20]2[CH:37]=[CH:38][CH:39]=[C:18]([C:16]3[CH:17]=[C:12]([NH:11][C:6]4[CH:5]=[CH:4][C:3]([O:2][CH3:1])=[C:8]([O:9][CH3:10])[N:7]=4)[C:13]4[N:14]([N:40]=[CH:41][N:42]=4)[CH:15]=3)[CH:19]=2)=[O:22])[CH2:29][CH2:28][CH2:27][NH:26][CH2:25][CH2:24]1. The catalyst class is: 98. (3) Reactant: [C:1]([NH:5][C:6](=[O:21])[C:7]1[C:12]([C:13]2[CH:18]=[CH:17][CH:16]=[CH:15][C:14]=2[CH3:19])=[CH:11][C:10](Cl)=[N:9][CH:8]=1)([CH3:4])([CH3:3])[CH3:2].[NH:22]1[CH2:27][CH2:26][O:25][CH2:24][CH2:23]1.C(OCC)(=O)C.O. Product: [C:1]([NH:5][C:6](=[O:21])[C:7]1[C:12]([C:13]2[CH:18]=[CH:17][CH:16]=[CH:15][C:14]=2[CH3:19])=[CH:11][C:10]([N:22]2[CH2:27][CH2:26][O:25][CH2:24][CH2:23]2)=[N:9][CH:8]=1)([CH3:4])([CH3:3])[CH3:2]. The catalyst class is: 170. (4) Reactant: [OH:1][C:2]1[CH:7]=[CH:6][CH:5]=[CH:4][C:3]=1[C:8]1[CH:13]=[C:12]([CH3:14])[N:11]=[CH:10][C:9]=1[N:15]([CH3:32])[C:16](=[O:31])[C:17]1[CH:22]=[C:21]([C:23]([F:26])([F:25])[F:24])[CH:20]=[C:19]([S:27]([CH3:30])(=[O:29])=[O:28])[CH:18]=1.C([O-])([O-])=O.[K+].[K+].I[CH:40]1[CH2:43][O:42][CH2:41]1.C([O-])(O)=O.[Na+]. Product: [CH3:30][S:27]([C:19]1[CH:18]=[C:17]([CH:22]=[C:21]([C:23]([F:25])([F:26])[F:24])[CH:20]=1)[C:16]([N:15]([CH3:32])[C:9]1[CH:10]=[N:11][C:12]([CH3:14])=[CH:13][C:8]=1[C:3]1[CH:4]=[CH:5][CH:6]=[CH:7][C:2]=1[O:1][CH:40]1[CH2:43][O:42][CH2:41]1)=[O:31])(=[O:29])=[O:28]. The catalyst class is: 31. (5) Product: [CH3:26][O:27][C:28](=[O:37])[C:29]1[CH:34]=[CH:33][C:32]([CH2:35][N:7]2[CH2:6][CH:5]3[CH:4]([CH2:3][N:2]([CH2:9][C:10]4[CH:11]=[CH:12][C:13]([O:14][C:15]5[S:16][C:17]6[CH:23]=[CH:22][CH:21]=[CH:20][C:18]=6[N:19]=5)=[CH:24][CH:25]=4)[CH2:1]3)[CH2:8]2)=[CH:31][CH:30]=1. Reactant: [CH2:1]1[CH:5]2[CH2:6][NH:7][CH2:8][CH:4]2[CH2:3][N:2]1[CH2:9][C:10]1[CH:25]=[CH:24][C:13]([O:14][C:15]2[S:16][C:17]3[CH:23]=[CH:22][CH:21]=[CH:20][C:18]=3[N:19]=2)=[CH:12][CH:11]=1.[CH3:26][O:27][C:28](=[O:37])[C:29]1[CH:34]=[CH:33][C:32]([CH:35]=O)=[CH:31][CH:30]=1.C(O)(=O)C.C(O[BH-](OC(=O)C)OC(=O)C)(=O)C.[Na+]. The catalyst class is: 2. (6) Reactant: Cl[C:2]([O:4][CH3:5])=[O:3].[F:6][C:7]1[CH:12]=[CH:11][C:10]([C:13]2[C:21]([C:22]3[CH:27]=[CH:26][N:25]=[C:24]([NH2:28])[CH:23]=3)=[C:16]3[CH2:17][CH2:18][CH2:19][CH2:20][N:15]3[N:14]=2)=[CH:9][CH:8]=1.C(N(C(C)C)CC)(C)C.O. Product: [F:6][C:7]1[CH:12]=[CH:11][C:10]([C:13]2[C:21]([C:22]3[CH:27]=[CH:26][N:25]=[C:24]([NH:28][C:2](=[O:3])[O:4][CH3:5])[CH:23]=3)=[C:16]3[CH2:17][CH2:18][CH2:19][CH2:20][N:15]3[N:14]=2)=[CH:9][CH:8]=1. The catalyst class is: 1. (7) Reactant: C[O:2][C:3]1[CH:11]=[C:10]([C:12]([O:14][CH2:15][CH3:16])=[O:13])[CH:9]=[C:8]2[C:4]=1[CH:5]=[N:6][NH:7]2. Product: [OH:2][C:3]1[CH:11]=[C:10]([C:12]([O:14][CH2:15][CH3:16])=[O:13])[CH:9]=[C:8]2[C:4]=1[CH:5]=[N:6][NH:7]2. The catalyst class is: 8. (8) Reactant: [NH2:1][CH2:2][CH2:3][CH2:4][S:5]([OH:8])(=[O:7])=[O:6].[H-].[Na+].[Br:11][C:12]1[CH:13]=[C:14](S(C)(=O)=O)[C:15]2[N:16]([C:18]([C:21]3[CH:32]=[CH:31][C:24]([C:25]([NH:27][CH:28]4[CH2:30][CH2:29]4)=[O:26])=[C:23]([CH3:33])[CH:22]=3)=[CH:19][N:20]=2)[N:17]=1. Product: [Br:11][C:12]1[CH:13]=[C:14]([NH:1][CH2:2][CH2:3][CH2:4][S:5]([OH:8])(=[O:7])=[O:6])[C:15]2[N:16]([C:18]([C:21]3[CH:32]=[CH:31][C:24]([C:25](=[O:26])[NH:27][CH:28]4[CH2:30][CH2:29]4)=[C:23]([CH3:33])[CH:22]=3)=[CH:19][N:20]=2)[N:17]=1. The catalyst class is: 16. (9) Reactant: [CH:1]1([C:6]([NH:8][NH2:9])=O)[CH2:5][CH2:4][CH2:3][CH2:2]1.[Br:10][C:11]1[CH:21]=[CH:20][C:14]([C:15](=[NH:19])OCC)=[CH:13][CH:12]=1.CCN(CC)CC. Product: [Br:10][C:11]1[CH:21]=[CH:20][C:14]([C:15]2[NH:19][C:6]([CH:1]3[CH2:5][CH2:4][CH2:3][CH2:2]3)=[N:8][N:9]=2)=[CH:13][CH:12]=1. The catalyst class is: 18. (10) Reactant: [Br:1][C:2]1[CH:3]=[C:4]([CH:7]=[O:8])[NH:5][CH:6]=1.[Li+].CC([N-]C(C)C)C.[S:17](Cl)([C:20]1[CH:26]=[CH:25][C:23]([CH3:24])=[CH:22][CH:21]=1)(=[O:19])=[O:18]. Product: [Br:1][C:2]1[CH:3]=[C:4]([CH:7]=[O:8])[NH:5][CH:6]=1.[S:17]([N:5]1[CH:6]=[C:2]([Br:1])[CH:3]=[C:4]1[CH:7]=[O:8])([C:20]1[CH:26]=[CH:25][C:23]([CH3:24])=[CH:22][CH:21]=1)(=[O:19])=[O:18]. The catalyst class is: 56.